This data is from Forward reaction prediction with 1.9M reactions from USPTO patents (1976-2016). The task is: Predict the product of the given reaction. Given the reactants C[O:2][C:3]([C:5]1([NH:18][S:19]([C:22]2[CH:27]=[CH:26][C:25]([C:28]3[CH:33]=[CH:32][C:31]([O:34][CH3:35])=[CH:30][CH:29]=3)=[CH:24][CH:23]=2)(=[O:21])=[O:20])[CH2:10][CH2:9][N:8]([C:11](OC(C)(C)C)=[O:12])[CH2:7][CH2:6]1)=[O:4].[CH2:36]([N:38](CC)CC)C.[CH3:43][O:44][C:45]1[CH:46]=C(S(Cl)(=O)=O)C(C2C=CC=CC=2)=CC=1.Cl[CH2:62]Cl, predict the reaction product. The product is: [CH3:35][O:34][C:31]1[CH:30]=[CH:29][C:28]([C:25]2[CH:24]=[CH:23][C:22]([S:19]([N:18]([CH3:62])[C:5]3([C:3]([OH:2])=[O:4])[CH2:10][CH2:9][N:8]([C:11]([N:38]4[CH2:36][CH2:43][O:44][CH2:45][CH2:46]4)=[O:12])[CH2:7][CH2:6]3)(=[O:20])=[O:21])=[CH:27][CH:26]=2)=[CH:33][CH:32]=1.